This data is from NCI-60 drug combinations with 297,098 pairs across 59 cell lines. The task is: Regression. Given two drug SMILES strings and cell line genomic features, predict the synergy score measuring deviation from expected non-interaction effect. (1) Drug 1: CN1C(=O)N2C=NC(=C2N=N1)C(=O)N. Drug 2: CC1C(C(CC(O1)OC2CC(CC3=C2C(=C4C(=C3O)C(=O)C5=C(C4=O)C(=CC=C5)OC)O)(C(=O)CO)O)N)O.Cl. Cell line: UACC62. Synergy scores: CSS=34.8, Synergy_ZIP=-9.18, Synergy_Bliss=-8.41, Synergy_Loewe=-5.47, Synergy_HSA=-5.27. (2) Synergy scores: CSS=18.3, Synergy_ZIP=-3.18, Synergy_Bliss=2.71, Synergy_Loewe=-12.2, Synergy_HSA=0.562. Cell line: PC-3. Drug 1: C1=NC2=C(N1)C(=S)N=CN2. Drug 2: C1CNP(=O)(OC1)N(CCCl)CCCl. (3) Drug 1: CC12CCC3C(C1CCC2=O)CC(=C)C4=CC(=O)C=CC34C. Drug 2: C1CN(P(=O)(OC1)NCCCl)CCCl. Cell line: NCIH23. Synergy scores: CSS=54.2, Synergy_ZIP=0.405, Synergy_Bliss=-0.532, Synergy_Loewe=-25.1, Synergy_HSA=-0.628. (4) Cell line: OVCAR-4. Drug 2: C#CCC(CC1=CN=C2C(=N1)C(=NC(=N2)N)N)C3=CC=C(C=C3)C(=O)NC(CCC(=O)O)C(=O)O. Drug 1: CC1=C(N=C(N=C1N)C(CC(=O)N)NCC(C(=O)N)N)C(=O)NC(C(C2=CN=CN2)OC3C(C(C(C(O3)CO)O)O)OC4C(C(C(C(O4)CO)O)OC(=O)N)O)C(=O)NC(C)C(C(C)C(=O)NC(C(C)O)C(=O)NCCC5=NC(=CS5)C6=NC(=CS6)C(=O)NCCC[S+](C)C)O. Synergy scores: CSS=13.4, Synergy_ZIP=0.329, Synergy_Bliss=-0.791, Synergy_Loewe=-1.71, Synergy_HSA=-1.68. (5) Synergy scores: CSS=-5.80, Synergy_ZIP=5.99, Synergy_Bliss=6.72, Synergy_Loewe=-4.60, Synergy_HSA=-4.14. Cell line: SN12C. Drug 1: CCCCCOC(=O)NC1=NC(=O)N(C=C1F)C2C(C(C(O2)C)O)O. Drug 2: C1CNP(=O)(OC1)N(CCCl)CCCl. (6) Drug 1: C1=CN(C=N1)CC(O)(P(=O)(O)O)P(=O)(O)O. Drug 2: C(=O)(N)NO. Cell line: IGROV1. Synergy scores: CSS=0.734, Synergy_ZIP=1.57, Synergy_Bliss=0.775, Synergy_Loewe=2.48, Synergy_HSA=-1.25.